This data is from Catalyst prediction with 721,799 reactions and 888 catalyst types from USPTO. The task is: Predict which catalyst facilitates the given reaction. (1) Reactant: [OH:1][CH:2]1[CH2:7][CH2:6][N:5]([C:8](=[S:10])[NH2:9])[CH2:4][CH2:3]1.Br.Br[CH:13]([C:22]1[CH:27]=[CH:26][N:25]=[C:24]([F:28])[CH:23]=1)[C:14]([C:16]1[CH:21]=[CH:20][N:19]=[CH:18][CH:17]=1)=O. Product: [F:28][C:24]1[CH:23]=[C:22]([C:13]2[S:10][C:8]([N:5]3[CH2:6][CH2:7][CH:2]([OH:1])[CH2:3][CH2:4]3)=[N:9][C:14]=2[C:16]2[CH:21]=[CH:20][N:19]=[CH:18][CH:17]=2)[CH:27]=[CH:26][N:25]=1. The catalyst class is: 3. (2) Reactant: [C:1]([C:4]1[CH:5]=[CH:6][C:7]([O:30][CH3:31])=[C:8]([S:10]([NH:13][CH2:14][CH2:15][C:16]2[CH:21]=[CH:20][C:19]([C:22]([CH3:29])=[CH:23][C:24]([O:26][CH2:27][CH3:28])=[O:25])=[CH:18][CH:17]=2)(=[O:12])=[O:11])[CH:9]=1)(=O)[NH2:2].C(N(CC)CC)C.FC(F)(F)C(OC(=O)C(F)(F)F)=O.CO. Product: [C:1]([C:4]1[CH:5]=[CH:6][C:7]([O:30][CH3:31])=[C:8]([S:10]([NH:13][CH2:14][CH2:15][C:16]2[CH:21]=[CH:20][C:19]([C:22]([CH3:29])=[CH:23][C:24]([O:26][CH2:27][CH3:28])=[O:25])=[CH:18][CH:17]=2)(=[O:12])=[O:11])[CH:9]=1)#[N:2]. The catalyst class is: 4.